This data is from Full USPTO retrosynthesis dataset with 1.9M reactions from patents (1976-2016). The task is: Predict the reactants needed to synthesize the given product. (1) Given the product [C:51]([O:50][C:48]([N:45]1[CH2:46][CH2:47][CH:42]([O:20][C:19]2[CH:18]=[CH:17][C:16]([Cl:21])=[CH:15][C:14]=2[C:12](=[O:13])[NH:11][C:3]2[CH:2]=[CH:1][C:6]([N+:7]([O-:9])=[O:8])=[CH:5][C:4]=2[Cl:10])[CH2:43][CH2:44]1)=[O:49])([CH3:54])([CH3:52])[CH3:53], predict the reactants needed to synthesize it. The reactants are: [CH:1]1[C:6]([N+:7]([O-:9])=[O:8])=[CH:5][C:4]([Cl:10])=[C:3]([NH:11][C:12]([C:14]2[CH:15]=[C:16]([Cl:21])[CH:17]=[CH:18][C:19]=2[OH:20])=[O:13])[CH:2]=1.C1C=CC(P(C2C=CC=CC=2)C2C=CC=CC=2)=CC=1.O[CH:42]1[CH2:47][CH2:46][N:45]([C:48]([O:50][C:51]([CH3:54])([CH3:53])[CH3:52])=[O:49])[CH2:44][CH2:43]1.CC(OC(/N=N/C(OC(C)C)=O)=O)C. (2) Given the product [CH3:19][C:18]1[C:17]([C:13]2[CH:14]=[CH:15][CH:16]=[C:11]([C:10]([F:9])([F:22])[F:23])[CH:12]=2)=[N:8][C:1]2[C:2](=[CH:3][CH:4]=[CH:5][CH:6]=2)[N:7]=1, predict the reactants needed to synthesize it. The reactants are: [C:1]1([NH2:8])[CH:6]=[CH:5][CH:4]=[CH:3][C:2]=1[NH2:7].[F:9][C:10]([F:23])([F:22])[C:11]1[CH:12]=[C:13]([C:17](=O)[C:18](=O)[CH3:19])[CH:14]=[CH:15][CH:16]=1.Cl. (3) Given the product [C:16]([C:14]1[CH:13]=[C:12]([NH:20][S:21]([CH3:24])(=[O:22])=[O:23])[C:11]([O:25][CH3:26])=[C:10]([NH:9][C:8](=[O:27])[NH:28][C:29]2[C:38]3[C:33](=[CH:34][CH:35]=[CH:36][CH:37]=3)[C:32]([O:39][C:40]3[CH:45]=[CH:44][N:43]=[C:42]([NH:46][C:47]4[CH:48]=[C:49]([CH:63]=[C:64]([C:66]#[CH:67])[CH:65]=4)[C:50]([NH:52][CH2:53][CH2:54][O:55][CH2:56][CH2:57][O:58][CH2:59][CH2:60][O:61][CH3:62])=[O:51])[CH:41]=3)=[CH:31][CH:30]=2)[CH:15]=1)([CH3:18])([CH3:19])[CH3:17], predict the reactants needed to synthesize it. The reactants are: C1(O[C:8](=[O:27])[NH:9][C:10]2[CH:15]=[C:14]([C:16]([CH3:19])([CH3:18])[CH3:17])[CH:13]=[C:12]([NH:20][S:21]([CH3:24])(=[O:23])=[O:22])[C:11]=2[O:25][CH3:26])C=CC=CC=1.[NH2:28][C:29]1[C:38]2[C:33](=[CH:34][CH:35]=[CH:36][CH:37]=2)[C:32]([O:39][C:40]2[CH:45]=[CH:44][N:43]=[C:42]([NH:46][C:47]3[CH:48]=[C:49]([CH:63]=[C:64]([C:66]#[CH:67])[CH:65]=3)[C:50]([NH:52][CH2:53][CH2:54][O:55][CH2:56][CH2:57][O:58][CH2:59][CH2:60][O:61][CH3:62])=[O:51])[CH:41]=2)=[CH:31][CH:30]=1.CCN(CC)CC. (4) Given the product [CH2:21]([C:33]1[CH:34]=[CH:35][C:36]([C:19]([C:6]2[CH:5]=[C:10]([C:11]([OH:13])=[O:12])[C:9]([C:14](=[O:15])[C:36]3[CH:35]=[CH:34][C:33]([CH2:21][CH2:22][CH2:23][CH2:24][CH2:25][CH2:26][CH2:27][CH2:28][CH2:29][CH2:47][CH2:45][CH3:46])=[CH:38][CH:37]=3)=[CH:8][C:7]=2[C:16]([OH:18])=[O:17])=[O:20])=[CH:37][CH:38]=1)[CH2:22][CH2:23][CH2:24][CH2:25][CH2:26][CH2:27][CH2:28][CH2:29][CH2:30][CH2:31][CH3:32], predict the reactants needed to synthesize it. The reactants are: [Cl-].[Al+3].[Cl-].[Cl-].[CH:5]1[C:10]2[C:11]([O:13][C:14](=[O:15])[C:9]=2[CH:8]=[C:7]2[C:16]([O:18][C:19](=[O:20])[C:6]=12)=[O:17])=[O:12].[CH2:21]([C:33]1[CH:38]=[CH:37][CH:36]=[CH:35][CH:34]=1)[CH2:22][CH2:23][CH2:24][CH2:25][CH2:26][CH2:27][CH2:28][CH2:29][CH2:30][CH2:31][CH3:32].C(N([CH:45]([CH3:47])[CH3:46])CC)(C)C.Cl. (5) Given the product [CH3:1][O:2][C:3]([CH:5]1[CH2:10][N:9]([CH2:25][CH2:26][CH:27]=[C:28]2[C:34]3[CH:35]=[CH:36][CH:37]=[N:38][C:33]=3[CH2:32][O:31][C:30]3[CH:39]=[CH:40][C:41]([C:43]([OH:46])([CH3:45])[CH3:44])=[CH:42][C:29]2=3)[CH2:8][CH2:7][N:6]1[C:11]1[CH:16]=[CH:15][C:14]([Cl:17])=[CH:13][CH:12]=1)=[O:4], predict the reactants needed to synthesize it. The reactants are: [CH3:1][O:2][C:3]([CH:5]1[CH2:10][NH:9][CH2:8][CH2:7][N:6]1[C:11]1[CH:16]=[CH:15][C:14]([Cl:17])=[CH:13][CH:12]=1)=[O:4].C(=O)([O-])[O-].[K+].[K+].Br[CH2:25][CH2:26]/[CH:27]=[C:28]1/[C:29]2[CH:42]=[C:41]([C:43]([OH:46])([CH3:45])[CH3:44])[CH:40]=[CH:39][C:30]=2[O:31][CH2:32][C:33]2[N:38]=[CH:37][CH:36]=[CH:35][C:34]/1=2. (6) Given the product [CH3:1][O:2][C:3]1[CH:4]=[C:5]2[C:10](=[CH:11][C:12]=1[O:13][CH3:14])[N:9]=[CH:8][N:7]=[C:6]2[O:15][C:16]1[CH:22]=[CH:21][C:19]([NH:20][C:38](=[O:40])[O:56][CH:54]([C:53]2[CH:57]=[CH:58][CH:59]=[C:51]([C:50]([F:60])([F:61])[F:49])[CH:52]=2)[CH3:55])=[CH:18][CH:17]=1, predict the reactants needed to synthesize it. The reactants are: [CH3:1][O:2][C:3]1[CH:4]=[C:5]2[C:10](=[CH:11][C:12]=1[O:13][CH3:14])[N:9]=[CH:8][N:7]=[C:6]2[O:15][C:16]1[CH:22]=[CH:21][C:19]([NH2:20])=[CH:18][CH:17]=1.C1(C)C=CC=CC=1.C(N(CC)CC)C.Cl[C:38](Cl)([O:40]C(=O)OC(Cl)(Cl)Cl)Cl.[F:49][C:50]([F:61])([F:60])[C:51]1[CH:52]=[C:53]([CH:57]=[CH:58][CH:59]=1)[CH:54]([OH:56])[CH3:55]. (7) Given the product [CH2:1]([N:3]([CH2:15][CH3:16])[C:4]([C:6]1[CH:11]=[CH:10][C:9]([C:18]2[CH:19]=[CH:20][C:21]([O:24][CH2:25][CH:26]3[CH2:27][CH2:28][N:29]([C:32]([O:34][CH:35]([CH3:37])[CH3:36])=[O:33])[CH2:30][CH2:31]3)=[CH:22][CH:23]=2)=[CH:8][CH:7]=1)=[O:5])[CH3:2], predict the reactants needed to synthesize it. The reactants are: [CH2:1]([N:3]([CH2:15][CH3:16])[C:4]([C:6]1[CH:11]=[CH:10][C:9](B(O)O)=[CH:8][CH:7]=1)=[O:5])[CH3:2].Br[C:18]1[CH:23]=[CH:22][C:21]([O:24][CH2:25][CH:26]2[CH2:31][CH2:30][N:29]([C:32]([O:34][CH:35]([CH3:37])[CH3:36])=[O:33])[CH2:28][CH2:27]2)=[CH:20][CH:19]=1. (8) The reactants are: [NH:1]=[C:2]([NH:4][NH:5][C:6]([C:8]1[S:9][CH:10]=[C:11]([C:13]2[CH:18]=[CH:17][C:16]([O:19][C:20]([F:23])([F:22])[F:21])=[CH:15][CH:14]=2)[N:12]=1)=O)[CH3:3].O. Given the product [CH3:3][C:2]1[NH:4][N:5]=[C:6]([C:8]2[S:9][CH:10]=[C:11]([C:13]3[CH:18]=[CH:17][C:16]([O:19][C:20]([F:23])([F:22])[F:21])=[CH:15][CH:14]=3)[N:12]=2)[N:1]=1, predict the reactants needed to synthesize it.